From a dataset of Peptide-MHC class II binding affinity with 134,281 pairs from IEDB. Regression. Given a peptide amino acid sequence and an MHC pseudo amino acid sequence, predict their binding affinity value. This is MHC class II binding data. (1) The peptide sequence is PALEAAVKQAYAATV. The MHC is DRB1_0401 with pseudo-sequence DRB1_0401. The binding affinity (normalized) is 0.365. (2) The peptide sequence is ELQVIEKVDAAFKVA. The MHC is DRB1_0401 with pseudo-sequence DRB1_0401. The binding affinity (normalized) is 0.415.